From a dataset of Forward reaction prediction with 1.9M reactions from USPTO patents (1976-2016). Predict the product of the given reaction. (1) Given the reactants [C:1]([NH:4][NH:5][C:6]([O:8][C:9]([CH3:12])([CH3:11])[CH3:10])=[O:7])(=[NH:3])[CH3:2].Br[CH2:14][C:15]([C:17]1[CH:18]=[N:19][N:20]([CH3:23])[C:21]=1[Br:22])=O.C(N(CC)C(C)C)(C)C, predict the reaction product. The product is: [C:9]([O:8][C:6](=[O:7])[NH:5][N:4]1[CH:14]=[C:15]([C:17]2[CH:18]=[N:19][N:20]([CH3:23])[C:21]=2[Br:22])[N:3]=[C:1]1[CH3:2])([CH3:12])([CH3:11])[CH3:10]. (2) The product is: [NH2:24][C@@H:9]([C:4]1[CH:5]=[C:6]([I:8])[CH:7]=[C:2]([F:1])[CH:3]=1)[CH2:10][N:11]([CH3:32])[S:12]([C:15]1[CH:20]=[CH:19][CH:18]=[CH:17][C:16]=1[N+:21]([O-:23])=[O:22])(=[O:14])=[O:13]. Given the reactants [F:1][C:2]1[CH:3]=[C:4]([C@H:9]([NH:24]C(=O)OC(C)(C)C)[CH2:10][NH:11][S:12]([C:15]2[CH:20]=[CH:19][CH:18]=[CH:17][C:16]=2[N+:21]([O-:23])=[O:22])(=[O:14])=[O:13])[CH:5]=[C:6]([I:8])[CH:7]=1.[C:32]([O-])([O-])=O.[K+].[K+].IC.Cl, predict the reaction product. (3) Given the reactants [N:1]([O-:3])=O.[Na+].[CH2:5]([N:7]1[CH2:12][CH2:11][NH:10][CH2:9][CH2:8]1)[CH3:6].Cl.[OH-].[Na+], predict the reaction product. The product is: [N:1]([N:10]1[CH2:11][CH2:12][N:7]([CH2:5][CH3:6])[CH2:8][CH2:9]1)=[O:3]. (4) Given the reactants F[B-](F)(F)F.[CH3:6][O:7][C:8]1[CH:9]=[C:10]([CH:16]([NH:20][C:21]2[CH:26]=[CH:25][C:24]([C:27]3[N:31]=[C:30]([CH3:32])[O:29][N:28]=3)=[CH:23][CH:22]=2)[C:17]([NH2:19])=[S:18])[CH:11]=[CH:12][C:13]=1[O:14][CH3:15].[C:33](OCC)(=O)C.C(=O)([O-])O.[Na+], predict the reaction product. The product is: [CH3:33][S:18][C:17](=[NH:19])[CH:16]([C:10]1[CH:11]=[CH:12][C:13]([O:14][CH3:15])=[C:8]([O:7][CH3:6])[CH:9]=1)[NH:20][C:21]1[CH:26]=[CH:25][C:24]([C:27]2[N:31]=[C:30]([CH3:32])[O:29][N:28]=2)=[CH:23][CH:22]=1. (5) Given the reactants I[C:2]1[CH:7]=[CH:6][N:5]=[C:4]2[NH:8][C:9]([C:11]3[CH:16]=[CH:15][C:14]([CH2:17][N:18]4[CH2:23][CH2:22][O:21][CH2:20][CH2:19]4)=[CH:13][CH:12]=3)=[N:10][C:3]=12.[CH3:24][O:25][CH2:26][CH2:27][CH2:28][NH2:29].C1(P(C2C=CC=CC=2)CCCP(C2C=CC=CC=2)C2C=CC=CC=2)C=CC=CC=1.[ClH:59].[O:60]1CCOC[CH2:61]1, predict the reaction product. The product is: [ClH:59].[CH3:24][O:25][CH2:26][CH2:27][CH2:28][NH:29][C:61]([C:2]1[CH:7]=[CH:6][N:5]=[C:4]2[NH:8][C:9]([C:11]3[CH:16]=[CH:15][C:14]([CH2:17][N:18]4[CH2:23][CH2:22][O:21][CH2:20][CH2:19]4)=[CH:13][CH:12]=3)=[N:10][C:3]=12)=[O:60].